From a dataset of Forward reaction prediction with 1.9M reactions from USPTO patents (1976-2016). Predict the product of the given reaction. (1) Given the reactants [Cl:1][C:2]1[CH:7]=[C:6]([F:8])[C:5]([CH:9]([C:14]2[C:22]3[C:17](=[C:18]([CH2:23][S:24][CH3:25])[CH:19]=[CH:20][CH:21]=3)[NH:16][CH:15]=2)[CH2:10][CH2:11][C:12]#[N:13])=[C:4]([F:26])[CH:3]=1.ClCCl.ClC1C=CC=C(C(OO)=[O:38])C=1, predict the reaction product. The product is: [Cl:1][C:2]1[CH:3]=[C:4]([F:26])[C:5]([CH:9]([C:14]2[C:22]3[C:17](=[C:18]([CH2:23][S:24]([CH3:25])=[O:38])[CH:19]=[CH:20][CH:21]=3)[NH:16][CH:15]=2)[CH2:10][CH2:11][C:12]#[N:13])=[C:6]([F:8])[CH:7]=1. (2) Given the reactants [Cl:1][C:2]1[CH:46]=[CH:45][C:5]2[NH:6][C:7]([C@@H:9]([NH:28][C:29](=[O:44])[C:30]3[CH:35]=[CH:34][C:33]([C:36]([N:38]4[CH2:42][CH2:41][CH2:40][CH2:39]4)=[O:37])=[C:32]([CH3:43])[CH:31]=3)[CH2:10][CH2:11][C:12]([N:14]3[CH2:18][CH2:17][CH2:16][C@H:15]3[CH2:19][NH:20]C(OC(C)(C)C)=O)=[O:13])=[N:8][C:4]=2[CH:3]=1.FC(F)(F)C(O)=O.ClCl, predict the reaction product. The product is: [Cl:1][C:2]1[CH:46]=[CH:45][C:5]2[NH:6][C:7]([C@@H:9]([NH:28][C:29](=[O:44])[C:30]3[CH:35]=[CH:34][C:33]([C:36]([N:38]4[CH2:42][CH2:41][CH2:40][CH2:39]4)=[O:37])=[C:32]([CH3:43])[CH:31]=3)[CH2:10][CH2:11][C:12]([N:14]3[CH2:18][CH2:17][CH2:16][C@H:15]3[CH2:19][NH2:20])=[O:13])=[N:8][C:4]=2[CH:3]=1. (3) Given the reactants [O:1]=[C:2]1[CH:7]=[C:6]([C:8]2[CH:13]=[CH:12][C:11]([C:14]([F:17])([F:16])[F:15])=[CH:10][N:9]=2)[CH:5]=[CH:4][N:3]1[C:18]1[CH:23]=[CH:22][C:21]2[C:24]3[CH2:30][CH2:29][CH2:28][N:27](C(OC(C)(C)C)=O)[CH2:26][C:25]=3[S:38][C:20]=2[CH:19]=1.Cl, predict the reaction product. The product is: [CH2:26]1[C:25]2[S:38][C:20]3[CH:19]=[C:18]([N:3]4[CH:4]=[CH:5][C:6]([C:8]5[CH:13]=[CH:12][C:11]([C:14]([F:17])([F:16])[F:15])=[CH:10][N:9]=5)=[CH:7][C:2]4=[O:1])[CH:23]=[CH:22][C:21]=3[C:24]=2[CH2:30][CH2:29][CH2:28][NH:27]1. (4) Given the reactants [N:1]1([C:9]([O:11][CH2:12][C:13]2[CH:18]=[CH:17][CH:16]=[CH:15][CH:14]=2)=[O:10])[CH2:8][CH2:7][CH2:6][C@H:2]1[C:3]([OH:5])=O.C(N1C=CN=C1)(N1C=CN=C1)=O.O[NH:32][C:33]([CH:35]1[CH2:37][CH2:36]1)=[NH:34], predict the reaction product. The product is: [CH2:12]([O:11][C:9]([N:1]1[CH2:8][CH2:7][CH2:6][C@H:2]1[C:3]1[O:5][N:34]=[C:33]([CH:35]2[CH2:37][CH2:36]2)[N:32]=1)=[O:10])[C:13]1[CH:18]=[CH:17][CH:16]=[CH:15][CH:14]=1. (5) Given the reactants O1CCCCC1[O:7][CH2:8][CH2:9][O:10][CH2:11][C:12]([O:14][CH2:15][CH2:16][O:17][CH2:18][C:19]([O:21][CH2:22][C:23]1[CH:28]=[CH:27][CH:26]=[CH:25][CH:24]=1)=[O:20])=[O:13].CC1C=CC(S(O)(=O)=O)=CC=1, predict the reaction product. The product is: [OH:7][CH2:8][CH2:9][O:10][CH2:11][C:12]([O:14][CH2:15][CH2:16][O:17][CH2:18][C:19]([O:21][CH2:22][C:23]1[CH:24]=[CH:25][CH:26]=[CH:27][CH:28]=1)=[O:20])=[O:13]. (6) Given the reactants [NH2:1][C@H:2]1[CH2:7][CH2:6][C@H:5]([NH:8][C:9]2[CH:10]=[C:11]([CH:17]=[CH:18][C:19]=2[C:20]#[N:21])[C:12]([O:14][CH2:15][CH3:16])=[O:13])[CH2:4][CH2:3]1.C(=O)([O-])[O-].[K+].[K+].Br[CH2:29][CH2:30][CH2:31][CH2:32][CH2:33]Br.O, predict the reaction product. The product is: [C:20]([C:19]1[CH:18]=[CH:17][C:11]([C:12]([O:14][CH2:15][CH3:16])=[O:13])=[CH:10][C:9]=1[NH:8][C@H:5]1[CH2:6][CH2:7][C@H:2]([N:1]2[CH2:33][CH2:32][CH2:31][CH2:30][CH2:29]2)[CH2:3][CH2:4]1)#[N:21]. (7) The product is: [O:18]1[CH:22]=[CH:21][C:20]([NH:28][C:31](=[O:8])[O:37][C:34]([CH3:36])([CH3:35])[CH3:33])=[CH:19]1. Given the reactants C1(P(N=[N+]=[N-])(C2C=CC=CC=2)=[O:8])C=CC=CC=1.[O:18]1[CH:22]=[CH:21][C:20](C(O)=O)=[CH:19]1.C([N:28]([CH2:31]C)CC)C.[CH3:33][C:34]([OH:37])([CH3:36])[CH3:35], predict the reaction product.